Dataset: Full USPTO retrosynthesis dataset with 1.9M reactions from patents (1976-2016). Task: Predict the reactants needed to synthesize the given product. (1) Given the product [CH2:1]([O:19][CH2:22][C@H:24]1[CH2:25][O:26]1)[CH2:2][CH2:3][CH2:4][CH2:5][CH2:6][CH2:7][CH2:8]/[CH:9]=[CH:10]\[CH2:11]/[CH:12]=[CH:13]\[CH2:14][CH2:15][CH2:16][CH2:17][CH3:18], predict the reactants needed to synthesize it. The reactants are: [CH2:1]([OH:19])[CH2:2][CH2:3][CH2:4][CH2:5][CH2:6][CH2:7][CH2:8]/[CH:9]=[CH:10]\[CH2:11]/[CH:12]=[CH:13]\[CH2:14][CH2:15][CH2:16][CH2:17][CH3:18].[OH-].[Na+].[CH2:22]([C@@H:24]1[O:26][CH2:25]1)Cl.[Cl-].[OH-]. (2) Given the product [C:38]([O:37][C:35]([N:33]1[CH2:32][CH:31]([CH2:30][O:29][C:28]2[CH:27]=[CH:26][C:25]([C:2]3[C:8]([Cl:9])=[CH:7][C:5]([NH2:6])=[CH:4][C:3]=3[Cl:10])=[CH:43][CH:42]=2)[CH2:34]1)=[O:36])([CH3:41])([CH3:39])[CH3:40], predict the reactants needed to synthesize it. The reactants are: Br[C:2]1[C:8]([Cl:9])=[CH:7][C:5]([NH2:6])=[CH:4][C:3]=1[Cl:10].C(=O)([O-])[O-].[Na+].[Na+].CC1(C)C(C)(C)OB([C:25]2[CH:43]=[CH:42][C:28]([O:29][CH2:30][CH:31]3[CH2:34][N:33]([C:35]([O:37][C:38]([CH3:41])([CH3:40])[CH3:39])=[O:36])[CH2:32]3)=[CH:27][CH:26]=2)O1. (3) Given the product [CH:11]1([O:16][C:17](=[O:30])[C@@H:18]([NH:22][C:23]([O:25][C:26]([CH3:29])([CH3:28])[CH3:27])=[O:24])[CH2:19][CH2:20][O:10][C:6]2[CH:7]=[CH:8][CH:9]=[C:4]([N+:1]([O-:3])=[O:2])[CH:5]=2)[CH2:12][CH2:13][CH2:14][CH2:15]1, predict the reactants needed to synthesize it. The reactants are: [N+:1]([C:4]1[CH:5]=[C:6]([OH:10])[CH:7]=[CH:8][CH:9]=1)([O-:3])=[O:2].[CH:11]1([O:16][C:17](=[O:30])[C@@H:18]([NH:22][C:23]([O:25][C:26]([CH3:29])([CH3:28])[CH3:27])=[O:24])[CH2:19][CH2:20]O)[CH2:15][CH2:14][CH2:13][CH2:12]1.C1(P(C2C=CC=CC=2)C2C=CC=CC=2)C=CC=CC=1.CC(OC(/N=N/C(OC(C)C)=O)=O)C. (4) Given the product [CH:13]([NH:1][C:2]1[CH:3]=[C:4]([C:8]([Br:12])=[CH:9][C:10]=1[CH3:11])[C:5]([OH:7])=[O:6])=[O:14], predict the reactants needed to synthesize it. The reactants are: [NH2:1][C:2]1[CH:3]=[C:4]([C:8]([Br:12])=[CH:9][C:10]=1[CH3:11])[C:5]([OH:7])=[O:6].[CH:13](O)=[O:14].